This data is from Catalyst prediction with 721,799 reactions and 888 catalyst types from USPTO. The task is: Predict which catalyst facilitates the given reaction. Reactant: CO[C:3]([C:5]1[CH2:6][CH2:7][CH2:8][N:9]2[C:14](=[O:15])[CH:13]=[C:12]([C:16]3[CH:21]=[CH:20][N:19]=[CH:18][N:17]=3)[NH:11][C:10]=12)=[O:4].[Cl:22][C:23]1[CH:28]=[CH:27][C:26]([NH2:29])=[C:25]([O:30][CH3:31])[CH:24]=1. Product: [Cl:22][C:23]1[CH:28]=[CH:27][C:26]([NH:29][C:3]([CH:5]2[C:10]3=[N:11][C:12]([C:16]4[CH:21]=[CH:20][N:19]=[CH:18][N:17]=4)=[CH:13][C:14](=[O:15])[N:9]3[CH2:8][CH2:7][CH2:6]2)=[O:4])=[C:25]([O:30][CH3:31])[CH:24]=1. The catalyst class is: 727.